Dataset: Forward reaction prediction with 1.9M reactions from USPTO patents (1976-2016). Task: Predict the product of the given reaction. (1) Given the reactants [Cl:1][C:2]1[C:3]2[S:16][CH:15]=[CH:14][C:4]=2[N:5]=[C:6]([C:8]2[CH:13]=[CH:12][N:11]=[CH:10][CH:9]=2)[N:7]=1.[N+:17]([O-])([OH:19])=[O:18], predict the reaction product. The product is: [Cl:1][C:2]1[C:3]2[S:16][CH:15]=[C:14]([N+:17]([O-:19])=[O:18])[C:4]=2[N:5]=[C:6]([C:8]2[CH:13]=[CH:12][N:11]=[CH:10][CH:9]=2)[N:7]=1. (2) The product is: [CH3:22][N:23]1[CH:27]=[C:26]([C:28]2[CH:34]=[CH:33][C:31]([NH:32][C:2]3[C:6]4[CH2:7][N:8]([C:11](=[O:13])[CH3:39])[CH2:9][CH2:10][C:5]=4[N:4]([CH:88]4[CH2:84][CH2:85][O:86][CH2:87]4)[N:3]=3)=[C:30]([S:35]([CH3:38])(=[O:37])=[O:36])[CH:29]=2)[CH:25]=[N:24]1. Given the reactants Br[C:2]1[C:6]2[CH2:7][N:8]([C:11]([O:13]C(C)(C)C)=O)[CH2:9][CH2:10][C:5]=2[N:4](C2COC2)[N:3]=1.[CH3:22][N:23]1[CH:27]=[C:26]([C:28]2[CH:34]=[CH:33][C:31]([NH2:32])=[C:30]([S:35]([CH3:38])(=[O:37])=[O:36])[CH:29]=2)[CH:25]=[N:24]1.[CH:39]1(P(C2CCCCC2)C2C(OC)=CC=C(OC)C=2C2C(C(C)C)=CC(C(C)C)=CC=2C(C)C)CCCCC1.CC([O-])(C)C.[Na+].O1[CH2:88][CH2:87][O:86][CH2:85][CH2:84]1, predict the reaction product. (3) The product is: [C:44]([NH:1][C:2]1[CH:7]=[CH:6][N:5]=[C:4]([S:8][C:9]2[C:10]([O:35][CH3:36])=[N:11][C:12]([N:17]3[CH2:18][CH2:19][N:20]([CH2:23][CH2:24][CH2:25][CH2:26][NH:27][C:28](=[O:34])[O:29][C:30]([CH3:32])([CH3:31])[CH3:33])[CH2:21][CH2:22]3)=[N:13][C:14]=2[O:15][CH3:16])[N:3]=1)(=[O:47])[CH:45]=[CH2:46]. Given the reactants [NH2:1][C:2]1[CH:7]=[CH:6][N:5]=[C:4]([S:8][C:9]2[C:10]([O:35][CH3:36])=[N:11][C:12]([N:17]3[CH2:22][CH2:21][N:20]([CH2:23][CH2:24][CH2:25][CH2:26][NH:27][C:28](=[O:34])[O:29][C:30]([CH3:33])([CH3:32])[CH3:31])[CH2:19][CH2:18]3)=[N:13][C:14]=2[O:15][CH3:16])[N:3]=1.CCN(CC)CC.[C:44](Cl)(=[O:47])[CH:45]=[CH2:46], predict the reaction product.